This data is from Full USPTO retrosynthesis dataset with 1.9M reactions from patents (1976-2016). The task is: Predict the reactants needed to synthesize the given product. Given the product [Cl:1][C:2]1[C:3]([N:15]2[CH2:16][CH:17]([C:19]([NH:52][S:49]([C:47]3[S:48][C:44]([Cl:43])=[CH:45][CH:46]=3)(=[O:51])=[O:50])=[O:21])[CH2:18]2)=[N:4][CH:5]=[C:6]([C:8]2[O:9][C:10]([CH2:13][CH3:14])=[CH:11][N:12]=2)[CH:7]=1, predict the reactants needed to synthesize it. The reactants are: [Cl:1][C:2]1[C:3]([N:15]2[CH2:18][CH:17]([C:19]([OH:21])=O)[CH2:16]2)=[N:4][CH:5]=[C:6]([C:8]2[O:9][C:10]([CH2:13][CH3:14])=[CH:11][N:12]=2)[CH:7]=1.CCN=C=NCCCN(C)C.C1C=CC2N(O)N=NC=2C=1.[Cl:43][C:44]1[S:48][C:47]([S:49]([NH2:52])(=[O:51])=[O:50])=[CH:46][CH:45]=1.CCN(C(C)C)C(C)C.